From a dataset of Forward reaction prediction with 1.9M reactions from USPTO patents (1976-2016). Predict the product of the given reaction. Given the reactants [Br:1][C:2]1[C:6]2[CH2:7][N:8]([C:11]([O:13][C:14]([CH3:17])([CH3:16])[CH3:15])=[O:12])[CH2:9][CH2:10][C:5]=2[NH:4][N:3]=1.C([O-])([O-])=O.[Cs+].[Cs+].CS(O[CH:29]1[CH2:34][CH2:33][O:32][CH2:31][CH2:30]1)(=O)=O, predict the reaction product. The product is: [Br:1][C:2]1[C:6]2[CH2:7][N:8]([C:11]([O:13][C:14]([CH3:17])([CH3:16])[CH3:15])=[O:12])[CH2:9][CH2:10][C:5]=2[N:4]([CH:29]2[CH2:34][CH2:33][O:32][CH2:31][CH2:30]2)[N:3]=1.